From a dataset of Forward reaction prediction with 1.9M reactions from USPTO patents (1976-2016). Predict the product of the given reaction. Given the reactants [NH2:1][C:2]1[CH:29]=[CH:28][C:5]([C:6]([N:8]2[CH2:13][CH2:12][N:11]([CH2:14][C:15]3[CH:16]=[C:17]([CH:25]=[CH:26][CH:27]=3)[C:18]([NH:20][C:21]([CH3:24])([CH3:23])[CH3:22])=[O:19])[CH2:10][CH2:9]2)=[O:7])=[CH:4][C:3]=1[F:30].C(N(CC)CC)C.[CH:38]1([C:44](Cl)=[O:45])[CH2:43][CH2:42][CH2:41][CH2:40][CH2:39]1, predict the reaction product. The product is: [C:21]([NH:20][C:18](=[O:19])[C:17]1[CH:25]=[CH:26][CH:27]=[C:15]([CH2:14][N:11]2[CH2:12][CH2:13][N:8]([C:6](=[O:7])[C:5]3[CH:28]=[CH:29][C:2]([NH:1][C:44]([CH:38]4[CH2:43][CH2:42][CH2:41][CH2:40][CH2:39]4)=[O:45])=[C:3]([F:30])[CH:4]=3)[CH2:9][CH2:10]2)[CH:16]=1)([CH3:24])([CH3:23])[CH3:22].